From a dataset of Merck oncology drug combination screen with 23,052 pairs across 39 cell lines. Regression. Given two drug SMILES strings and cell line genomic features, predict the synergy score measuring deviation from expected non-interaction effect. (1) Drug 1: CCC1(O)C(=O)OCc2c1cc1n(c2=O)Cc2cc3c(CN(C)C)c(O)ccc3nc2-1. Drug 2: Cn1cc(-c2cnn3c(N)c(Br)c(C4CCCNC4)nc23)cn1. Cell line: KPL1. Synergy scores: synergy=18.7. (2) Drug 1: C#Cc1cccc(Nc2ncnc3cc(OCCOC)c(OCCOC)cc23)c1. Drug 2: O=C(NOCC(O)CO)c1ccc(F)c(F)c1Nc1ccc(I)cc1F. Cell line: NCIH2122. Synergy scores: synergy=63.4. (3) Drug 1: O=c1[nH]cc(F)c(=O)[nH]1. Drug 2: CC(C)CC(NC(=O)C(Cc1ccccc1)NC(=O)c1cnccn1)B(O)O. Cell line: RKO. Synergy scores: synergy=2.91. (4) Drug 1: Cn1nnc2c(C(N)=O)ncn2c1=O. Drug 2: CNC(=O)c1cc(Oc2ccc(NC(=O)Nc3ccc(Cl)c(C(F)(F)F)c3)cc2)ccn1. Cell line: T47D. Synergy scores: synergy=13.2. (5) Drug 1: C=CCn1c(=O)c2cnc(Nc3ccc(N4CCN(C)CC4)cc3)nc2n1-c1cccc(C(C)(C)O)n1. Drug 2: Cn1c(=O)n(-c2ccc(C(C)(C)C#N)cc2)c2c3cc(-c4cnc5ccccc5c4)ccc3ncc21. Cell line: VCAP. Synergy scores: synergy=8.64. (6) Drug 1: O=C(CCCCCCC(=O)Nc1ccccc1)NO. Drug 2: CS(=O)(=O)CCNCc1ccc(-c2ccc3ncnc(Nc4ccc(OCc5cccc(F)c5)c(Cl)c4)c3c2)o1. Cell line: SKMES1. Synergy scores: synergy=8.14. (7) Drug 1: CN1C(=O)C=CC2(C)C3CCC4(C)C(NC(=O)OCC(F)(F)F)CCC4C3CCC12. Drug 2: Cn1nnc2c(C(N)=O)ncn2c1=O. Cell line: MSTO. Synergy scores: synergy=-52.3.